From a dataset of hERG Central: cardiac toxicity at 1µM, 10µM, and general inhibition. Predict hERG channel inhibition at various concentrations. (1) The drug is Cc1ccc2nc(C)c3c(c2c1)N(c1ccc(F)cc1)CC3. Results: hERG_inhib (hERG inhibition (general)): blocker. (2) The molecule is O=C(c1ccc2ccccc2n1)N1CCN(c2ccccc2Cl)CC1. Results: hERG_inhib (hERG inhibition (general)): blocker.